Predict the reactants needed to synthesize the given product. From a dataset of Full USPTO retrosynthesis dataset with 1.9M reactions from patents (1976-2016). (1) Given the product [F:20][C:21]1[CH:26]=[C:25]([C:27]([F:30])([F:29])[F:28])[CH:24]=[CH:23][C:22]=1[C:31]1[S:35][C:34]([CH2:36][OH:37])=[C:33]([CH3:48])[CH:32]=1, predict the reactants needed to synthesize it. The reactants are: CC1C=C(C2C=CC(OC(F)(F)F)=CC=2)SC=1CO.[F:20][C:21]1[CH:26]=[C:25]([C:27]([F:30])([F:29])[F:28])[CH:24]=[CH:23][C:22]=1[C:31]1[S:35][C:34]([CH2:36][O:37][Si](C(C)C)(C(C)C)C(C)C)=[C:33]([CH3:48])[CH:32]=1. (2) Given the product [CH3:33][O:34][C:27](=[O:31])[C:28]([C:6]1[C:5]2[CH:4]=[CH:3][C:2]([Cl:1])=[N:14][C:13]=2[N:12]2[C:7]=1[CH2:8][CH2:9][CH:10]([N:15]([S:16]([C:19]1[CH:24]=[CH:23][C:22]([F:25])=[CH:21][CH:20]=1)(=[O:17])=[O:18])[CH3:26])[CH2:11]2)=[O:29], predict the reactants needed to synthesize it. The reactants are: [Cl:1][C:2]1[CH:3]=[CH:4][C:5]2[CH:6]=[C:7]3[N:12]([C:13]=2[N:14]=1)[CH2:11][CH:10]([N:15]([CH3:26])[S:16]([C:19]1[CH:24]=[CH:23][C:22]([F:25])=[CH:21][CH:20]=1)(=[O:18])=[O:17])[CH2:9][CH2:8]3.[C:27](Cl)(=[O:31])[C:28](Cl)=[O:29].[CH3:33][OH:34]. (3) Given the product [C:47]([O:46][C:42]([NH:43][NH:44][C:14]([CH2:13][C:6]1[C:5]2[C:10](=[CH:11][C:2]([OH:1])=[CH:3][CH:4]=2)[O:9][C:8](=[O:12])[CH:7]=1)=[O:16])=[O:45])([CH3:50])([CH3:49])[CH3:48], predict the reactants needed to synthesize it. The reactants are: [OH:1][C:2]1[CH:11]=[C:10]2[C:5]([C:6]([CH2:13][C:14]([OH:16])=O)=[CH:7][C:8](=[O:12])[O:9]2)=[CH:4][CH:3]=1.OC1C2N=NNC=2C=CC=1.C1(N=C=NC2CCCCC2)CCCCC1.[C:42]([O:46][C:47]([CH3:50])([CH3:49])[CH3:48])(=[O:45])[NH:43][NH2:44]. (4) Given the product [CH3:1][O:2][C:3]1[CH:4]=[CH:5][C:6]2[O:11][CH2:10][C:9](=[O:12])[N:8]([CH2:13][CH2:14][N:15]3[CH2:16][CH2:17][CH:18]([NH:21][C:22](=[O:28])[O:23][C:24]([CH3:26])([CH3:25])[CH3:27])[CH2:19][C:20]3=[O:31])[C:7]=2[CH:29]=1, predict the reactants needed to synthesize it. The reactants are: [CH3:1][O:2][C:3]1[CH:4]=[CH:5][C:6]2[O:11][CH2:10][C:9](=[O:12])[N:8]([CH2:13][CH2:14][N:15]3[CH2:20][CH2:19][CH:18]([NH:21][C:22](=[O:28])[O:23][C:24]([CH3:27])([CH3:26])[CH3:25])[CH2:17][CH2:16]3)[C:7]=2[CH:29]=1.I([O-])(=O)(=O)=[O:31].[Na+]. (5) Given the product [CH3:12][C:7]1[C:8]2[C:3](=[C:2]([C:16]3[CH:17]=[CH:18][N:13]=[CH:14][CH:15]=3)[CH:11]=[CH:10][CH:9]=2)[CH2:4][CH2:5][N:6]=1, predict the reactants needed to synthesize it. The reactants are: I[C:2]1[CH:11]=[CH:10][CH:9]=[C:8]2[C:3]=1[CH2:4][CH2:5][N:6]=[C:7]2[CH3:12].[N:13]1[CH:18]=[CH:17][C:16](B(O)O)=[CH:15][CH:14]=1.C([O-])([O-])=O.[Cs+].[Cs+]. (6) Given the product [OH:1][C:2]1[CH:11]=[C:10]([NH:12][C:13]([C:15]2[O:16][C:17]([CH:23]([CH3:25])[CH3:24])=[C:18]([CH:20]([CH3:21])[CH3:22])[CH:19]=2)=[O:14])[CH:9]=[CH:8][C:3]=1[C:4]([OH:6])=[O:5], predict the reactants needed to synthesize it. The reactants are: [OH:1][C:2]1[CH:11]=[C:10]([NH:12][C:13]([C:15]2[O:16][C:17]([CH:23]([CH3:25])[CH3:24])=[C:18]([CH:20]([CH3:22])[CH3:21])[CH:19]=2)=[O:14])[CH:9]=[CH:8][C:3]=1[C:4]([O:6]C)=[O:5].